From a dataset of CYP2D6 inhibition data for predicting drug metabolism from PubChem BioAssay. Regression/Classification. Given a drug SMILES string, predict its absorption, distribution, metabolism, or excretion properties. Task type varies by dataset: regression for continuous measurements (e.g., permeability, clearance, half-life) or binary classification for categorical outcomes (e.g., BBB penetration, CYP inhibition). Dataset: cyp2d6_veith. (1) The compound is CCCCNC(=O)C(CC)Sc1nc2sc(C(=O)OC)c(C)c2c(=O)n1N. The result is 0 (non-inhibitor). (2) The molecule is Cc1ccc(C)c(NC(=S)c2ccccn2)c1. The result is 0 (non-inhibitor). (3) The drug is Cc1ccc(NC(=O)CSc2nnc(Cn3cnc4ccccc43)o2)c(C)c1. The result is 0 (non-inhibitor). (4) The result is 0 (non-inhibitor). The compound is Cc1ccc2c(n1)CC(C)(C)CC2=O.